Dataset: TCR-epitope binding with 47,182 pairs between 192 epitopes and 23,139 TCRs. Task: Binary Classification. Given a T-cell receptor sequence (or CDR3 region) and an epitope sequence, predict whether binding occurs between them. The TCR CDR3 sequence is CASVGSTGGEAFF. Result: 0 (the TCR does not bind to the epitope). The epitope is NLNESLIDL.